From a dataset of Reaction yield outcomes from USPTO patents with 853,638 reactions. Predict the reaction yield, written as a fraction of the theoretical maximum amount of product (1.0 means a 100% yield; for example, 0.34 means a 34% yield). (1) The reactants are [Cl:1][C:2]1[N:7]=[CH:6][N:5]=[C:4]([NH2:8])[CH:3]=1.[C:9](O[C:9]([O:11][C:12]([CH3:15])([CH3:14])[CH3:13])=[O:10])([O:11][C:12]([CH3:15])([CH3:14])[CH3:13])=[O:10]. The yield is 0.600. The catalyst is C(#N)C.CN(C1C=CN=CC=1)C. The product is [C:12]([O:11][C:9]([N:8]([C:9]([O:11][C:12]([CH3:15])([CH3:14])[CH3:13])=[O:10])[C:4]1[N:5]=[CH:6][N:7]=[C:2]([Cl:1])[CH:3]=1)=[O:10])([CH3:15])([CH3:14])[CH3:13]. (2) The reactants are C[O:2][C:3](=[O:29])[C:4]1[CH:9]=[CH:8][C:7]([N:10]2[CH2:15][CH2:14][N:13]([C:16]3[CH:21]=[CH:20][C:19]([CH2:22][N:23]4[CH2:28][CH2:27][O:26][CH2:25][CH2:24]4)=[CH:18][CH:17]=3)[CH2:12][CH2:11]2)=[CH:6][CH:5]=1.[OH-].[Na+].Cl. The catalyst is O1CCOCC1. The product is [N:23]1([CH2:22][C:19]2[CH:20]=[CH:21][C:16]([N:13]3[CH2:12][CH2:11][N:10]([C:7]4[CH:6]=[CH:5][C:4]([C:3]([OH:29])=[O:2])=[CH:9][CH:8]=4)[CH2:15][CH2:14]3)=[CH:17][CH:18]=2)[CH2:24][CH2:25][O:26][CH2:27][CH2:28]1. The yield is 0.240. (3) The reactants are [CH2:1]([O:5][C:6]1[CH:11]=[CH:10][C:9]([S:12]([NH:15][C@H:16]([C:20]([S:23][CH2:24][CH2:25][CH2:26][OH:27])([CH3:22])[CH3:21])[C:17]([OH:19])=[O:18])(=[O:14])=[O:13])=[CH:8][CH:7]=1)[C:2]#[C:3][CH3:4].[C:28](Br)([CH3:31])([CH3:30])[CH3:29].C(=O)([O-])[O-].[K+].[K+]. The catalyst is CC(N(C)C)=O.[Cl-].C([N+](CC)(CC)CC)C1C=CC=CC=1. The product is [CH2:1]([O:5][C:6]1[CH:11]=[CH:10][C:9]([S:12]([NH:15][C@H:16]([C:20]([S:23][CH2:24][CH2:25][CH2:26][OH:27])([CH3:21])[CH3:22])[C:17]([O:19][C:28]([CH3:31])([CH3:30])[CH3:29])=[O:18])(=[O:14])=[O:13])=[CH:8][CH:7]=1)[C:2]#[C:3][CH3:4]. The yield is 0.560. (4) The reactants are C([N-]C(C)C)(C)C.[Li+].[F:9][C:10]([F:22])([F:21])[C:11]1[CH:12]=[C:13]([CH2:17][C:18]([OH:20])=[O:19])[CH:14]=[CH:15][CH:16]=1.I[CH2:24][CH:25]1[CH2:29][CH2:28][CH2:27][CH2:26]1. The catalyst is O1CCCC1.CN1CCCN(C)C1=O.CN1CCCN(C)C1=O. The product is [CH:25]1([CH2:24][CH:17]([C:13]2[CH:14]=[CH:15][CH:16]=[C:11]([C:10]([F:21])([F:22])[F:9])[CH:12]=2)[C:18]([OH:20])=[O:19])[CH2:29][CH2:28][CH2:27][CH2:26]1. The yield is 0.805. (5) The reactants are CC1(C)C(C)(C)OB([C:9]2[CH:14]=[CH:13][C:12]([C:15]34[CH2:22][CH2:21][C:18]([CH2:23][C:24]([O:26][CH3:27])=[O:25])([CH2:19][CH2:20]3)[O:17][CH2:16]4)=[CH:11][CH:10]=2)O1.Br[C:30]1[CH:31]=[N:32][C:33]([NH2:36])=[N:34][CH:35]=1.[O-]P([O-])([O-])=O.[K+].[K+].[K+]. The catalyst is C1C=CC(P(C2C=CC=CC=2)[C-]2C=CC=C2)=CC=1.C1C=CC(P(C2C=CC=CC=2)[C-]2C=CC=C2)=CC=1.Cl[Pd]Cl.[Fe+2].C(Cl)Cl.C(COC)OC. The product is [NH2:36][C:33]1[N:34]=[CH:35][C:30]([C:9]2[CH:10]=[CH:11][C:12]([C:15]34[CH2:22][CH2:21][C:18]([CH2:23][C:24]([O:26][CH3:27])=[O:25])([CH2:19][CH2:20]3)[O:17][CH2:16]4)=[CH:13][CH:14]=2)=[CH:31][N:32]=1. The yield is 0.840. (6) The reactants are [CH2:1]([O:3][C:4](=[O:33])[CH2:5][NH:6][CH2:7][C:8]1[CH:13]=[CH:12][CH:11]=[C:10]([O:14][CH2:15][CH2:16][C:17]2[N:18]=[C:19]([C:23]3[CH:28]=[CH:27][C:26]([C:29]([F:32])([F:31])[F:30])=[CH:25][CH:24]=3)[O:20][C:21]=2[CH3:22])[CH:9]=1)[CH3:2].[CH2:34]([N:37]([S:39](Cl)(=[O:41])=[O:40])[CH3:38])[CH:35]=[CH2:36].C(N(CC)CC)C. No catalyst specified. The product is [CH2:1]([O:3][C:4](=[O:33])[CH2:5][N:6]([S:39]([N:37]([CH2:34][CH:35]=[CH2:36])[CH3:38])(=[O:41])=[O:40])[CH2:7][C:8]1[CH:13]=[CH:12][CH:11]=[C:10]([O:14][CH2:15][CH2:16][C:17]2[N:18]=[C:19]([C:23]3[CH:28]=[CH:27][C:26]([C:29]([F:30])([F:32])[F:31])=[CH:25][CH:24]=3)[O:20][C:21]=2[CH3:22])[CH:9]=1)[CH3:2]. The yield is 0.800. (7) The reactants are [Cl:1][C:2]1[CH:7]=[CH:6][C:5]([C:8](=[O:20])[CH2:9][N:10]2[CH:14]=[CH:13][CH:12]=[C:11]2[C:15]([O:17][CH2:18]C)=[O:16])=[CH:4][CH:3]=1.[Cl:21][C:22]([Cl:27])([Cl:26])[C:23](Cl)=[O:24].[Cl-].[Al+3].[Cl-].[Cl-]. The catalyst is C(Cl)Cl. The product is [Cl:1][C:2]1[CH:7]=[CH:6][C:5]([C:8](=[O:20])[CH2:9][N:10]2[CH:14]=[C:13]([C:23](=[O:24])[C:22]([Cl:27])([Cl:26])[Cl:21])[CH:12]=[C:11]2[C:15]([O:17][CH3:18])=[O:16])=[CH:4][CH:3]=1. The yield is 0.420. (8) The reactants are [OH:1][CH2:2][CH2:3][O:4][C:5]1[CH:18]=[CH:17][C:8]([C:9]([C:11]2[CH:16]=[CH:15][CH:14]=[CH:13][CH:12]=2)=[O:10])=[CH:7][CH:6]=1.C(N(CC)CC)C.[Cl:26][CH2:27][CH2:28][C:29](Cl)=[O:30]. The catalyst is CC(=O)CC. The product is [C:9]([C:8]1[CH:17]=[CH:18][C:5]([O:4][CH2:3][CH2:2][O:1][C:29](=[O:30])[CH2:28][CH2:27][Cl:26])=[CH:6][CH:7]=1)(=[O:10])[C:11]1[CH:12]=[CH:13][CH:14]=[CH:15][CH:16]=1. The yield is 0.320. (9) The reactants are Cl[C:2]1[CH:9]=[C:8]([O:10][CH2:11][CH2:12][O:13][CH:14]2[CH2:19][CH2:18][CH2:17][CH2:16][O:15]2)[C:5]([C:6]#[N:7])=[CH:4][N:3]=1.[Br:20][C:21]1[CH:28]=[CH:27][C:26]([OH:29])=[CH:25][C:22]=1[CH:23]=[O:24].C(=O)([O-])[O-].[K+].[K+]. The catalyst is CN(C=O)C. The product is [Br:20][C:21]1[CH:28]=[CH:27][C:26]([O:29][C:2]2[CH:9]=[C:8]([O:10][CH2:11][CH2:12][O:13][CH:14]3[CH2:19][CH2:18][CH2:17][CH2:16][O:15]3)[C:5]([C:6]#[N:7])=[CH:4][N:3]=2)=[CH:25][C:22]=1[CH:23]=[O:24]. The yield is 0.640.